Dataset: Full USPTO retrosynthesis dataset with 1.9M reactions from patents (1976-2016). Task: Predict the reactants needed to synthesize the given product. Given the product [Br:1][C:2]1[CH:10]=[C:9]2[C:5]([C:6]([S:15]([N:18]3[CH2:19][CH2:20][O:21][CH2:22][CH2:23]3)(=[O:16])=[O:17])=[C:7]([C:12]([NH2:14])=[O:13])[NH:8]2)=[CH:4][CH:3]=1, predict the reactants needed to synthesize it. The reactants are: [Br:1][C:2]1[C:10](N)=[C:9]2[C:5]([C:6]([S:15]([N:18]3[CH2:23][CH2:22][O:21][CH2:20][CH2:19]3)(=[O:17])=[O:16])=[C:7]([C:12]([NH2:14])=[O:13])[NH:8]2)=[CH:4][CH:3]=1.[PH2](O)=O.N([O-])=O.[Na+].